Task: Predict the product of the given reaction.. Dataset: Forward reaction prediction with 1.9M reactions from USPTO patents (1976-2016) (1) Given the reactants C1([C@H]2OC(=O)N[C@@H]2C2C=CN=C(C#CC3C=CC=CN=3)C=2)C=CC=CC=1.Br[C:28]1[CH:29]=[C:30]([C@@H:34]2[C@@H:38]([C:39]3[CH:44]=[CH:43][CH:42]=[C:41]([F:45])[CH:40]=3)[O:37][C:36](=[O:46])[NH:35]2)[CH:31]=[N:32][CH:33]=1.C[Si]([C:51]#[C:52][C:53]1[CH:54]=[N:55][CH:56]=[CH:57][CH:58]=1)(C)C, predict the reaction product. The product is: [F:45][C:41]1[CH:40]=[C:39]([C@H:38]2[O:37][C:36](=[O:46])[NH:35][C@@H:34]2[C:30]2[CH:31]=[N:32][CH:33]=[C:28]([C:51]#[C:52][C:53]3[CH:54]=[N:55][CH:56]=[CH:57][CH:58]=3)[CH:29]=2)[CH:44]=[CH:43][CH:42]=1. (2) Given the reactants Cl[CH2:2][CH2:3][NH:4][C:5]([NH:7][C:8]1[CH:9]=[C:10]([CH3:14])[CH:11]=[CH:12][CH:13]=1)=[O:6].[H-].[Na+].C(OC(=O)C)C, predict the reaction product. The product is: [C:10]1([CH3:14])[CH:11]=[CH:12][CH:13]=[C:8]([N:7]2[CH2:2][CH2:3][NH:4][C:5]2=[O:6])[CH:9]=1. (3) Given the reactants C(OC(=O)[N:7]([S:13]([C:16]1[CH:21]=[CH:20][C:19]([O:22][C:23]2[CH:28]=[CH:27][C:26]([Cl:29])=[CH:25][C:24]=2[C:30]2[N:34]([CH:35]3[CH2:38][NH:37][CH2:36]3)[N:33]=[CH:32][CH:31]=2)=[C:18]([C:39]#[N:40])[CH:17]=1)(=[O:15])=[O:14])[C:8]1[N:9]=[CH:10][S:11][CH:12]=1)(C)(C)C, predict the reaction product. The product is: [NH:37]1[CH2:36][CH:35]([N:34]2[C:30]([C:24]3[CH:25]=[C:26]([Cl:29])[CH:27]=[CH:28][C:23]=3[O:22][C:19]3[CH:20]=[CH:21][C:16]([S:13]([NH:7][C:8]4[N:9]=[CH:10][S:11][CH:12]=4)(=[O:15])=[O:14])=[CH:17][C:18]=3[C:39]#[N:40])=[CH:31][CH:32]=[N:33]2)[CH2:38]1. (4) Given the reactants [CH:1]1([Si:7](Cl)([Cl:9])[Cl:8])[CH2:6][CH2:5][CH2:4][CH2:3][CH2:2]1.C[SiH](Cl)Cl, predict the reaction product. The product is: [CH:1]1([SiH:7]([Cl:9])[Cl:8])[CH2:6][CH2:5][CH2:4][CH2:3][CH2:2]1. (5) Given the reactants [Cl:1][C:2]1[CH:3]=[C:4]([CH:22]=[CH:23][CH:24]=1)[C:5]([NH:7][CH2:8][C:9]1[CH:14]=[CH:13][C:12]([C:15]#[N:16])=[CH:11][C:10]=1[NH:17][CH2:18][C:19]([OH:21])=O)=[O:6].[NH2:25][C:26]1[CH:31]=[CH:30][CH:29]=[CH:28][N:27]=1, predict the reaction product. The product is: [Cl:1][C:2]1[CH:3]=[C:4]([CH:22]=[CH:23][CH:24]=1)[C:5]([NH:7][CH2:8][C:9]1[CH:14]=[CH:13][C:12]([C:15]#[N:16])=[CH:11][C:10]=1[NH:17][CH2:18][C:19](=[O:21])[NH:25][C:26]1[CH:31]=[CH:30][CH:29]=[CH:28][N:27]=1)=[O:6].